Dataset: Experimentally validated miRNA-target interactions with 360,000+ pairs, plus equal number of negative samples. Task: Binary Classification. Given a miRNA mature sequence and a target amino acid sequence, predict their likelihood of interaction. (1) The miRNA is hsa-miR-6826-5p with sequence UCAAUAGGAAAGAGGUGGGACCU. The protein sequence of the target gene is MAQGSVSFNDVTVDFTQEEWQHLDHAQKTLYMDVMLENYCHLISVGCHMTKPDVILKLERGEEPWTSFAGHTCLEENWKAEDFLVKFKEHQEKYSRSVVSINHKKLVKEKSKIYEKTFTLGKNPVNSKNLPPEYDTHGRILKNVSELIISNLNPARKRLSEYNGYGKSLLSTKQETTHPEVKSHNQSARAFSHNEVLMQYQKTETPAQSFGYNDCEKSFLQRGGLITHSRPYKGENPSVYNKKRRATNIEKKHTCNECGKSFCRKSVLILHQGIHSEEKPYQCHQCGNAFRRKSYLIDHQ.... Result: 1 (interaction). (2) Result: 0 (no interaction). The protein sequence of the target gene is MAARGVIAPVGESLRYAEYLQPSAKRPDADVDQQRLVRSLIAVGLGVAALAFAGRYAFRIWKPLEQVITETAKKISTPSFSSYYKGGFEQKMSRREAGLILGVSPSAGKAKIRTAHRRVMILNHPDKGGSPYVAAKINEAKDLLETTTKH. The miRNA is hsa-miR-3918 with sequence ACAGGGCCGCAGAUGGAGACU. (3) The miRNA is hsa-miR-497-5p with sequence CAGCAGCACACUGUGGUUUGU. The protein sequence of the target gene is MSILLPNMAEFDTISELEEEEEEEAATSSSSPSSSSSVSGPDDDEEDEEEEEEEEEEEEEEEEEEEEEAPPPPRVVSEEHLRRYAPDPVLVRGAGHITVFGLSNKFDTEFPSVLTGKVAPEEFKTSIGRVNACLKKALPVNVKWLLCGCLCCCCTLGCSLWPVICLNKRTRRSIQKLIEWENNRLYHKLALHWKLTKRKCETSNMMEYVILIEFLPKYPIFRPD. Result: 1 (interaction). (4) The miRNA is hsa-miR-30a-5p with sequence UGUAAACAUCCUCGACUGGAAG. The protein sequence of the target gene is MLLLPSAADGRGTAITHALTSASTLCQVEPVGRWFEAFVKRRNRNASASFQELEDKKELSEESEDEELQLEEFPMLKTLDPKDWKNQDHYAVLGLGHVRYKATQRQIKAAHKAMVLKHHPDKRKAAGEPIKEGDNDYFTCITKAYEMLSDPVKRRAFNSVDPTFDNSVPSKSEAKDNFFEVFTPVFERNSRWSNKKNVPKLGDMNSSFEDVDIFYSFWYNFDSWREFSYLDEEEKEKAECRDERRWIEKQNRATRAQRKKEEMNRIRTLVDNAYSCDPRIKKFKEEEKAKKEAEKKAKAE.... Result: 1 (interaction). (5) The miRNA is hsa-miR-218-5p with sequence UUGUGCUUGAUCUAACCAUGU. The protein sequence of the target gene is MEVKPPPGRPQPDSGRRRRRRGEEGHDPKEPEQLRKLFIGGLSFETTDDSLREHFEKWGTLTDCVVMRDPQTKRSRGFGFVTYSCVEEVDAAMCARPHKVDGRVVEPKRAVSREDSVKPGAHLTVKKIFVGGIKEDTEEYNLRDYFEKYGKIETIEVMEDRQSGKKRGFAFVTFDDHDTVDKIVVQKYHTINGHNCEVKKALSKQEMQSAGSQRGRGGGSGNFMGRGGNFGGGGGNFGRGGNFGGRGGYGGGGGGSRGSYGGGDGGYNGFGGDGGNYGGGPGYSSRGGYGGGGPGYGNQG.... Result: 1 (interaction). (6) Result: 1 (interaction). The protein sequence of the target gene is MPILLFLIDTSASMNQRSHLGTTYLDTAKGAVETFMKLRARDPASRGDRYMLVTFEEPPYAIKAGWKENHATFMNELKNLQAEGLTTLGQSLRTAFDLLNLNRLVTGIDNYGQGRNPFFLEPAIIITITDGSKLTTTSGVQDELHLPLNSPLPGSELTKEPFRWDQRLFALVLRLPGTMSVESEQLTGVPLDDSAITPMCEVTGGRSYSVCSPRMLNQCLESLVQKVQSGVVINFEKAGPDPPPAEEGQPDISRPFGSQPWHSCHKLIYVRPNPKTGVPIGHWPVPESFWPDQNSPTLPP.... The miRNA is mmu-miR-344d-3p with sequence GAUAUAACCACUGCCAGACUGA. (7) The miRNA is hsa-miR-3134 with sequence UGAUGGAUAAAAGACUACAUAUU. The protein sequence of the target gene is MRPLLRGPAGNDDEESSDSTPLLPGARQTEAAPVCCSARYNLAILAFCGFFVLYALRVNLSVALVDMVDSNTTLTDNRTSKECAEHSAPIKVHHNHTGKKYKWDAETQGWILGSFFYGYIVTQIPGGYIASRVGGKLLLGLGILGTSVFTLFTPLAADLGVVTLVVLRALEGLGEGVTFPAMHAMWSSWAPPLERSKLLTISYAGAQLGTVISLPLSGIICYYMNWTYVFYLFGIVGIVWFILWMWIVSDTPETHKTISHYEKEYIVSSLKNQLSSQKVVPWGSILKSLPLWAIVVAHFS.... Result: 0 (no interaction).